This data is from NCI-60 drug combinations with 297,098 pairs across 59 cell lines. The task is: Regression. Given two drug SMILES strings and cell line genomic features, predict the synergy score measuring deviation from expected non-interaction effect. (1) Drug 1: C1=CN(C=N1)CC(O)(P(=O)(O)O)P(=O)(O)O. Drug 2: CN(CCCl)CCCl.Cl. Cell line: NCI-H322M. Synergy scores: CSS=-16.9, Synergy_ZIP=14.5, Synergy_Bliss=14.7, Synergy_Loewe=-6.12, Synergy_HSA=-3.71. (2) Drug 1: C1CCN(CC1)CCOC2=CC=C(C=C2)C(=O)C3=C(SC4=C3C=CC(=C4)O)C5=CC=C(C=C5)O. Drug 2: CC1C(C(CC(O1)OC2CC(CC3=C2C(=C4C(=C3O)C(=O)C5=C(C4=O)C(=CC=C5)OC)O)(C(=O)CO)O)N)O.Cl. Cell line: U251. Synergy scores: CSS=43.0, Synergy_ZIP=2.14, Synergy_Bliss=1.32, Synergy_Loewe=0.245, Synergy_HSA=1.20. (3) Drug 2: C1=C(C(=O)NC(=O)N1)F. Drug 1: C1CCN(CC1)CCOC2=CC=C(C=C2)C(=O)C3=C(SC4=C3C=CC(=C4)O)C5=CC=C(C=C5)O. Synergy scores: CSS=28.8, Synergy_ZIP=1.40, Synergy_Bliss=1.02, Synergy_Loewe=-0.211, Synergy_HSA=0.473. Cell line: SK-MEL-28. (4) Drug 1: COC1=CC(=CC(=C1O)OC)C2C3C(COC3=O)C(C4=CC5=C(C=C24)OCO5)OC6C(C(C7C(O6)COC(O7)C8=CC=CS8)O)O. Drug 2: CC1=C(C(=CC=C1)Cl)NC(=O)C2=CN=C(S2)NC3=CC(=NC(=N3)C)N4CCN(CC4)CCO. Cell line: UO-31. Synergy scores: CSS=38.5, Synergy_ZIP=-1.10, Synergy_Bliss=3.47, Synergy_Loewe=6.23, Synergy_HSA=8.03. (5) Drug 1: CC1CC2C3CCC4=CC(=O)C=CC4(C3(C(CC2(C1(C(=O)CO)O)C)O)F)C. Drug 2: CCN(CC)CCNC(=O)C1=C(NC(=C1C)C=C2C3=C(C=CC(=C3)F)NC2=O)C. Cell line: SK-OV-3. Synergy scores: CSS=60.8, Synergy_ZIP=14.9, Synergy_Bliss=15.6, Synergy_Loewe=-1.93, Synergy_HSA=20.7. (6) Drug 1: CN(C)C1=NC(=NC(=N1)N(C)C)N(C)C. Drug 2: CC1C(C(CC(O1)OC2CC(CC3=C2C(=C4C(=C3O)C(=O)C5=C(C4=O)C(=CC=C5)OC)O)(C(=O)CO)O)N)O.Cl. Cell line: DU-145. Synergy scores: CSS=33.3, Synergy_ZIP=3.21, Synergy_Bliss=2.01, Synergy_Loewe=-21.1, Synergy_HSA=-0.533. (7) Drug 1: CC1=C(C=C(C=C1)C(=O)NC2=CC(=CC(=C2)C(F)(F)F)N3C=C(N=C3)C)NC4=NC=CC(=N4)C5=CN=CC=C5. Drug 2: CC1CCCC2(C(O2)CC(NC(=O)CC(C(C(=O)C(C1O)C)(C)C)O)C(=CC3=CSC(=N3)C)C)C. Cell line: SK-MEL-5. Synergy scores: CSS=65.3, Synergy_ZIP=2.77, Synergy_Bliss=2.13, Synergy_Loewe=-17.4, Synergy_HSA=4.32. (8) Drug 1: CN(CC1=CN=C2C(=N1)C(=NC(=N2)N)N)C3=CC=C(C=C3)C(=O)NC(CCC(=O)O)C(=O)O. Drug 2: CCC1(C2=C(COC1=O)C(=O)N3CC4=CC5=C(C=CC(=C5CN(C)C)O)N=C4C3=C2)O.Cl. Cell line: MDA-MB-231. Synergy scores: CSS=7.82, Synergy_ZIP=-0.684, Synergy_Bliss=-0.616, Synergy_Loewe=-13.6, Synergy_HSA=-4.43. (9) Drug 1: C1=CN(C(=O)N=C1N)C2C(C(C(O2)CO)O)O.Cl. Drug 2: CCCCC(=O)OCC(=O)C1(CC(C2=C(C1)C(=C3C(=C2O)C(=O)C4=C(C3=O)C=CC=C4OC)O)OC5CC(C(C(O5)C)O)NC(=O)C(F)(F)F)O. Cell line: NCI/ADR-RES. Synergy scores: CSS=48.2, Synergy_ZIP=-3.14, Synergy_Bliss=2.12, Synergy_Loewe=-13.2, Synergy_HSA=4.03.